Dataset: Full USPTO retrosynthesis dataset with 1.9M reactions from patents (1976-2016). Task: Predict the reactants needed to synthesize the given product. (1) The reactants are: [C:1]([C:3]1[C:4]([N:18]2[CH2:23][CH2:22][NH:21][CH2:20][CH2:19]2)=[N:5][C:6]([C:14]([F:17])([F:16])[F:15])=[C:7]([CH:13]=1)[C:8]([O:10][CH2:11][CH3:12])=[O:9])#[N:2].[F:24][CH:25]([F:36])[O:26][C:27]1[CH:32]=[CH:31][C:30]([N:33]=[C:34]=[O:35])=[CH:29][CH:28]=1. Given the product [C:1]([C:3]1[C:4]([N:18]2[CH2:23][CH2:22][N:21]([C:34]([NH:33][C:30]3[CH:29]=[CH:28][C:27]([O:26][CH:25]([F:24])[F:36])=[CH:32][CH:31]=3)=[O:35])[CH2:20][CH2:19]2)=[N:5][C:6]([C:14]([F:15])([F:17])[F:16])=[C:7]([CH:13]=1)[C:8]([O:10][CH2:11][CH3:12])=[O:9])#[N:2], predict the reactants needed to synthesize it. (2) Given the product [CH3:15][O:16][CH2:17][C:18]([CH3:24])([CH3:23])[C:19]([NH:8][C:9]1[CH:14]=[CH:13][CH:12]=[CH:11][N:10]=1)=[O:20], predict the reactants needed to synthesize it. The reactants are: C([Al](CC)CC)C.[NH2:8][C:9]1[CH:14]=[CH:13][CH:12]=[CH:11][N:10]=1.[CH3:15][O:16][CH2:17][C:18]([CH3:24])([CH3:23])[C:19](OC)=[O:20].CO. (3) The reactants are: [CH:1]12[N:9]([C:10]3[C:29](Br)=[CH:28][C:13]([C:14]([NH:16][C:17]4[CH:22]=[CH:21][C:20]([O:23][C:24]([F:27])([F:26])[F:25])=[CH:19][CH:18]=4)=[O:15])=[CH:12][N:11]=3)[CH:5]([CH2:6][O:7][CH2:8]1)[CH2:4][O:3][CH2:2]2.[N:31]1[CH:36]=[C:35](B(O)O)[CH:34]=[N:33][CH:32]=1. Given the product [CH:1]12[N:9]([C:10]3[C:29]([C:35]4[CH:36]=[N:31][CH:32]=[N:33][CH:34]=4)=[CH:28][C:13]([C:14]([NH:16][C:17]4[CH:22]=[CH:21][C:20]([O:23][C:24]([F:27])([F:26])[F:25])=[CH:19][CH:18]=4)=[O:15])=[CH:12][N:11]=3)[CH:5]([CH2:6][O:7][CH2:8]1)[CH2:4][O:3][CH2:2]2, predict the reactants needed to synthesize it.